This data is from Catalyst prediction with 721,799 reactions and 888 catalyst types from USPTO. The task is: Predict which catalyst facilitates the given reaction. Reactant: [CH3:1][C:2]1[CH:6]=[CH:5][N:4]([C:7]([O:9][C:10]([CH3:13])([CH3:12])[CH3:11])=[O:8])[N:3]=1.[Br:14]N1C(=O)CCC1=O.C(OOC(=O)C1C=CC=CC=1)(=O)C1C=CC=CC=1.CCCCCC. Product: [Br:14][CH2:1][C:2]1[CH:6]=[CH:5][N:4]([C:7]([O:9][C:10]([CH3:13])([CH3:12])[CH3:11])=[O:8])[N:3]=1. The catalyst class is: 53.